This data is from Forward reaction prediction with 1.9M reactions from USPTO patents (1976-2016). The task is: Predict the product of the given reaction. (1) Given the reactants [NH:1]1[C:5]2[CH:6]=[CH:7][CH:8]=[CH:9][C:4]=2[N:3]=[C:2]1[CH2:10][N:11]([CH3:22])[CH:12]1[C:21]2[N:20]=[CH:19][CH:18]=[CH:17][C:16]=2[CH2:15][CH2:14][CH2:13]1.Cl.Cl[CH2:25][C:26]1[CH:27]=[N:28][CH:29]=[CH:30][CH:31]=1.C([O-])([O-])=O.[K+].[K+], predict the reaction product. The product is: [CH3:22][N:11]([CH2:10][C:2]1[N:3]([CH2:25][C:26]2[CH:27]=[N:28][CH:29]=[CH:30][CH:31]=2)[C:4]2[CH:9]=[CH:8][CH:7]=[CH:6][C:5]=2[N:1]=1)[CH:12]1[C:21]2[N:20]=[CH:19][CH:18]=[CH:17][C:16]=2[CH2:15][CH2:14][CH2:13]1. (2) Given the reactants [CH:1]1([C:4]2[C:5]([O:14][CH2:15][C:16]3(C(F)(F)F)[CH2:21][CH2:20][CH2:19][CH2:18][CH2:17]3)=[CH:6][C:7]([F:13])=[C:8]([CH:12]=2)[C:9](O)=[O:10])[CH2:3][CH2:2]1.C1(COC2C(C3CC3)=CC(C(O)=O)=C(F)C=2)CCCCC1.CS(N)(=O)=O.[CH3:52][NH:53][S:54]([NH2:57])(=[O:56])=[O:55], predict the reaction product. The product is: [CH:16]1([CH2:15][O:14][C:5]2[C:4]([CH:1]3[CH2:3][CH2:2]3)=[CH:12][C:8]([C:9]([NH:57][S:54](=[O:56])(=[O:55])[NH:53][CH3:52])=[O:10])=[C:7]([F:13])[CH:6]=2)[CH2:21][CH2:20][CH2:19][CH2:18][CH2:17]1. (3) Given the reactants [CH3:1][NH:2][C:3]([C:5]1[CH:6]=[C:7]2[C:11](=[CH:12][CH:13]=1)[NH:10][C:9](=[O:14])[CH2:8]2)=[O:4].[NH:15]1[C:23]2[C:18](=[CH:19][CH:20]=[C:21]([CH:24]=O)[CH:22]=2)[CH:17]=[N:16]1, predict the reaction product. The product is: [NH:15]1[C:23]2[C:18](=[CH:19][CH:20]=[C:21](/[CH:24]=[C:8]3/[C:9](=[O:14])[NH:10][C:11]4[C:7]/3=[CH:6][C:5]([C:3]([NH:2][CH3:1])=[O:4])=[CH:13][CH:12]=4)[CH:22]=2)[CH:17]=[N:16]1. (4) Given the reactants Cl[C:2]1[N:7]=[C:6]([NH:8][C:9]2[CH:14]=[CH:13][C:12]([C:15]3[N:16]=[CH:17][S:18][CH:19]=3)=[C:11]([F:20])[CH:10]=2)[C:5]([C:21]([OH:23])=O)=[CH:4][N:3]=1.[CH:24]1[CH:25]=[CH:26][C:27]2[N:32]([OH:33])[N:31]=[N:30][C:28]=2[CH:29]=1.C(Cl)CCl.[NH3:38], predict the reaction product. The product is: [N:32]1([O:33][C:2]2[N:7]=[C:6]([NH:8][C:9]3[CH:14]=[CH:13][C:12]([C:15]4[N:16]=[CH:17][S:18][CH:19]=4)=[C:11]([F:20])[CH:10]=3)[C:5]([C:21]([NH2:38])=[O:23])=[CH:4][N:3]=2)[C:27]2[CH:26]=[CH:25][CH:24]=[CH:29][C:28]=2[N:30]=[N:31]1. (5) The product is: [Cl:25][C:5]1[C:6]([NH:8][CH:9]2[C:13]3([CH2:17][CH2:16][CH2:15][CH2:14]3)[CH2:12][N:11]([C:18]([O:20][C:21]([CH3:24])([CH3:23])[CH3:22])=[O:19])[CH2:10]2)=[N:7][C:2]([NH:33][C:31]2[CH:30]=[N:29][N:28]([CH3:27])[CH:32]=2)=[N:3][CH:4]=1. Given the reactants Cl[C:2]1[N:7]=[C:6]([NH:8][CH:9]2[C:13]3([CH2:17][CH2:16][CH2:15][CH2:14]3)[CH2:12][N:11]([C:18]([O:20][C:21]([CH3:24])([CH3:23])[CH3:22])=[O:19])[CH2:10]2)[C:5]([Cl:25])=[CH:4][N:3]=1.Cl.[CH3:27][N:28]1[CH:32]=[C:31]([NH2:33])[CH:30]=[N:29]1.CCN(C(C)C)C(C)C, predict the reaction product. (6) Given the reactants [CH:1]1([NH2:4])[CH2:3][CH2:2]1.[F:5][C:6]1[CH:7]=[C:8]([CH:12]=[CH:13][C:14]=1[F:15])[C:9](O)=[O:10], predict the reaction product. The product is: [CH:1]1([NH:4][C:9](=[O:10])[C:8]2[CH:12]=[CH:13][C:14]([F:15])=[C:6]([F:5])[CH:7]=2)[CH2:3][CH2:2]1. (7) Given the reactants I[C:2]1[CH:7]=[CH:6][C:5]([OH:8])=[CH:4][C:3]=1[N+:9]([O-:11])=[O:10].C(=O)([O-])[O-].[K+].[K+].[C:18]1(B(O)O)[CH:23]=[CH:22][CH:21]=[CH:20][CH:19]=1, predict the reaction product. The product is: [N+:9]([C:3]1[CH:4]=[C:5]([OH:8])[CH:6]=[CH:7][C:2]=1[C:18]1[CH:23]=[CH:22][CH:21]=[CH:20][CH:19]=1)([O-:11])=[O:10]. (8) Given the reactants [Cl:1][C:2]1[CH:3]=[C:4]([CH2:13][C@@H:14]([CH2:19][C:20]([O:22][CH3:23])=[O:21])[C:15]([O:17]C)=O)[C:5]([CH2:11]Cl)=[C:6]2[C:10]=1[NH:9][N:8]=[CH:7]2.Cl.Cl.[NH:26]1[CH:30]=[CH:29][N:28]=[C:27]1[CH2:31][NH2:32].C(N(CC)CC)C.C(O)(=O)C, predict the reaction product. The product is: [NH:26]1[CH:30]=[CH:29][N:28]=[C:27]1[CH2:31][N:32]1[C:15](=[O:17])[C@H:14]([CH2:19][C:20]([O:22][CH3:23])=[O:21])[CH2:13][C:4]2[CH:3]=[C:2]([Cl:1])[C:10]3[NH:9][N:8]=[CH:7][C:6]=3[C:5]=2[CH2:11]1. (9) Given the reactants [NH:1]1[C:10]2[C:5](=[CH:6][CH:7]=[CH:8][CH:9]=2)[CH2:4][CH2:3][CH2:2]1.[CH:11](I)([CH3:13])[CH3:12].C(=O)([O-])[O-].[K+].[K+].O, predict the reaction product. The product is: [CH:11]([N:1]1[C:10]2[C:5](=[CH:6][CH:7]=[CH:8][CH:9]=2)[CH2:4][CH2:3][CH2:2]1)([CH3:13])[CH3:12].